From a dataset of Drug-target binding data from BindingDB using IC50 measurements. Regression. Given a target protein amino acid sequence and a drug SMILES string, predict the binding affinity score between them. We predict pIC50 (pIC50 = -log10(IC50 in M); higher means more potent). Dataset: bindingdb_ic50. (1) The drug is Cc1onc(-c2ccccc2Cl)c1C(=O)N1CCN(c2ccc([N+](=O)[O-])cc2)CC1. The target protein (P15682) has sequence MATKGTKRSYEQMETDGERQNATEIRASVGKMIGGIGRFYIQMCTELKLSDYEGRLIQNSLTIERMVLSAFDERRNKYLEEHPSAGKDPKKTGGPIYRRVDGKWMRELILYDKEEIRRIWRQANNGDDATAGLTHMMIWHSNLNDATYQRTRALVRTGMDPRMCSLMQGSTLPRRSGAAGAAVKGVGTMVMELIRMIKRGINDRNFWRGENGRRTRIAYERMCNILKGKFQTAAQRAMVDQVRESRNPGNAEFEDLIFLARSALILRGSVAHKSCLPACVYGPAVASGYDFEREGYSLVGIDPFRLLQNSQVYSLIRPNENPAHKSQLVWMACHSAAFEDLRVSSFIRGTKVVPRGKLSTRGVQIASNENMETMESSTLELRSRYWAIRTRSGGNTNQQRASSGQISIQPTFSVQRNLPFDRPTIMAAFTGNTEGRTSDMRTEIIRLMESARPEDVSFQGRGVFELSDEKAASPIVPSFDMSNEGSYFFGDNAEEYDN. The pIC50 is 6.6. (2) The compound is CCOC(=O)CC(O)(c1[nH]c(C)cc1C)C(F)(F)F. The target protein (Q9QXD6) has sequence MANHAPFETDISTLTRFVMEQGRKAQGTGELTQLLNSLCTAIKAISSAVRQAGIAQLYGIAGSTNVTGDQVKKLDILSNDLVINMLKSSYATCVLVSEENTNAIIIEPEKRGKYVVCFDPLDGSSNIDCLVSIGTIFGIYRKKSTDEPSEKDALQPGRDLVAAGYALYGSATMLVLAMDCGVNCFMLDPSIGEFIMVDRDVKMKKKGNIYSLNEGYAKDFDPAINEYLQRKKFPPDGSAPYGARYVGSMVADIHRTLVYGGIFLYPANKKSPSGKLRLLYECNPIAYVMEKAGGLATTGDKDILDIVPTEIHQKAPVVMGSSEDVQEFLEIYRKHKAK. The pIC50 is 5.3. (3) The compound is Cc1cn(CC(=O)c2ccc(O)c(O)c2)cn1. The target protein (Q9Y263) has sequence MTSGATRYRLSCSLRGHELDVRGLVCCAYPPGAFVSVSRDRTTRLWAPDSPNRSFTEMHCMSGHSNFVSCVCIIPSSDIYPHGLIATGGNDHNICIFSLDSPMPLYILKGHKNTVCSLSSGKFGTLLSGSWDTTAKVWLNDKCMMTLQGHTAAVWAVKILPEQGLMLTGSADKTVKLWKAGRCERTFSGHEDCVRGLAILSETEFLSCANDASIRRWQITGECLEVYYGHTNYIYSISVFPNCRDFVTTAEDRSLRIWKHGECAQTIRLPAQSIWCCCVLDNGDIVVGASDGIIRVFTESEDRTASAEEIKAFEKELSHATIDSKTGDLGDINAEQLPGREHLNEPGTREGQTRLIRDGEKVEAYQWSVSEGRWIKIGDVVGSSGANQQTSGKVLYEGKEFDYVFSIDVNEGGPSYKLPYNTSDDPWLTAYNFLQKNDLNPMFLDQVAKFIIDNTKGQMLGLGNPSFSDPFTGGGRYVPGSSGSSNTLPTADPFTGAGRY.... The pIC50 is 5.2. (4) The small molecule is O=C(Nc1cnc(-c2ccncc2F)c(-c2cccnc2)n1)C1CC1. The target protein (Q60614) has sequence MQLETQDALYVALELVIAALAVAGNVLVCAAVGASSALQTPTNYFLVSLATADVAVGLFAIPFAITISLGFCTDFHGCLFLACFVLVLTQSSIFSLLAVAVDRYLAIRVPLRYKGLVTGTRARGIIAVLWVLAFGIGLTPFLGWNSKDSATSNCTELGDGIANKSCCPVTCLFENVVPMSYMVYFNFFGCVLPPLLIMLVIYIKIFMVACKQLQRMELMDHSRTTLQREIHAAKSLAMIVGIFALCWLPVHAINCITLFHPALAKDKPKWVMNVAILLSHANSVVNPIVYAYRNRDFRYSFHKIISRYVLCQAETKGGSGQAGAQSTLSLGL. The pIC50 is 6.3. (5) The compound is COC(=O)c1c(-c2cc(OC)c(C)c(OC)c2)c2ccc(OCc3ccccn3)cc2c(=O)n1-c1ccc(N)cc1. The target protein (P14099) has sequence MRRQPAASRDLFAQEPVPPGSGDGALQDALLSLGSVIDVAGLQQAVKEALSAVLPKVETVYTYLLDGESRLVCEEPPHELPQEGKVREAVISRKRLGCNGLGPSDLPGKPLARLVAPLAPDTQVLVIPLVDKEAGAVAAVILVHCGQLSDNEEWSLQAVEKHTLVALKRVQALQQRESSVAPEATQNPPEEAAGDQKGGVAYTNQDRKILQLCGELYDLDASSLQLKVLQYLQQETQASRCCLLLVSEDNLQLSCKVIGDKVLEEEISFPLTTGRLGQVVEDKKSIQLKDLTSEDMQQLQSMLGCEVQAMLCVPVISRATDQVVALACAFNKLGGDLFTDQDEHVIQHCFHYTSTVLTSTLAFQKEQKLKCECQALLQVAKNLFTHLDDVSVLLQEIITEARNLSNAEICSVFLLDQNELVAKVFDGGVVEDESYEIRIPADQGIAGHVATTGQILNIPDAYAHPLFYRGVDDSTGFRTRNILCFPIKNENQEVIGVAEL.... The pIC50 is 5.5. (6) The compound is CCCCCCC=CC(=O)CCCCCCC(=O)OCC. The target protein (P22281) has sequence MLATRNLVPIIRASIKWRIKLSALHYCMSDAETSEALLEDNSAYINNEKHNLFLEKIFSDYQPFKHDNRTQVSCSQHMRDYRPLLTLSSATRSVLFSLLASDMSIILSISPNTGILLCIGHLLASDIEDVVIVLSRGSPLVDLASTRIFKLAQNGTLRFAIKRTTFQELRFLRKSKDENVMEAATRGIITIRQLYYENKVLPLRFTGNVATHIEENLEFEEQITWRTHVDSSIFPNTRCAYPSGYGPSAKIPCLSHKPNDILAYTGSTLVGRVVSKLAPEQVMKKVTLESGGKSTMAVFIQHDVTWAVENTQFGVFDRQGQCCIAQSGYTVHRSTLSQIVENNLEKDPSYVLHVDTESDIRGPFILKIHFESIPRRINSAKAENSKVLCGGPRENSVYLYPTLSATLTDECRIMKEEVFAPIITILCVKTVDEAIQRGNNSKFGLAAYVTKENVHGIILSTALKTVKLFIICVHLASYQIPFGGNKNSGMGAELGKRALE.... The pIC50 is 3.8. (7) The small molecule is Cc1nc2c(cc1C(=O)C=Cc1ccccc1)CCCC2. The target protein (P27467) has sequence MAPLGYLLVLCSLKQALGSYPIWWSLAVGPQYSSLSTQPILCASIPGLVPKQLRFCRNYVEIMPSVAEGVKAGIQECQHQFRGRRWNCTTVSNSLAIFGPVLDKATRESAFVHAIASAGVAFAVTRSCAEGSAAICGCSSRLQGSPGEGWKWGGCSEDIEFGGMVSREFADARENRPDARSAMNRHNNEAGRQAIASHMHLKCKCHGLSGSCEVKTCWWSQPDFRTIGDFLKDKYDSASEMVVEKHRESRGWVETLRPRYTYFKVPTERDLVYYEASPNFCEPNPETGSFGTRDRTCNVSSHGIDGCDLLCCGRGHNARTERRREKCHCVFHWCCYVSCQECTRVYDVHTCK. The pIC50 is 5.4. (8) The small molecule is COc1ccc2c(c1)c[n+](C)c1ccc(O)cc21.[Cl-]. The target protein (P20711) has sequence MNASEFRRRGKEMVDYMANYMEGIEGRQVYPDVEPGYLRPLIPAAAPQEPDTFEDIINDVEKIIMPGVTHWHSPYFFAYFPTASSYPAMLADMLCGAIGCIGFSWAASPACTELETVMMDWLGKMLELPKAFLNEKAGEGGGVIQGSASEATLVALLAARTKVIHRLQAASPELTQAAIMEKLVAYSSDQAHSSVERAGLIGGVKLKAIPSDGNFAMRASALQEALERDKAAGLIPFFMVATLGTTTCCSFDNLLEVGPICNKEDIWLHVDAAYAGSAFICPEFRHLLNGVEFADSFNFNPHKWLLVNFDCSAMWVKKRTDLTGAFRLDPTYLKHSHQDSGLITDYRHWQIPLGRRFRSLKMWFVFRMYGVKGLQAYIRKHVQLSHEFESLVRQDPRFEICVEVILGLVCFRLKGSNKVNEALLQRINSAKKIHLVPCHLRDKFVLRFAICSRTVESAHVQRAWEHIKELAADVLRAERE. The pIC50 is 3.9. (9) The drug is N#Cc1cccc(C(=O)c2sc3nc(N)c(C#N)c(-c4ccccc4Cl)c3c2N)c1. The target protein (P51136) has sequence MSSKDQILEKDKKETDDNGNKKTTTTTSSSSSSSSSSKPRSNKFDKVIIKSNGVCYITEGVIGNGSFGVVTQAIVADTKEVVAIKKVLQDQRYKNRELQIMKMLNHINIVSLKNSFYTSDNDEVYLNLVLEYVPDTVYRVSRHYSMSKQPVPNIFVKLYIYQLCRSINYIHSLGICHRDIKPQNLLLDTSTSTLKLCDFGSAKILIKGETNVSYICSRHYRAPELIFGSTNYTTTIDVWSLGCVLAELLLGQPLFPGENGIDQLVEIIKVLGTPTKEQIHAMNPYYTSFKFPEIKANPWPRVFKAKDVPAESIDLISKILLYDPSSRLKPVEICAHPFFDELRDPKTCLPDGKPLPPLFNFTIAEQTSIGPKLAKTLIPSHAMNQIELPSPLFPNLAISSSNQSSSSNSNANVSSNLNSHSASPSTTSSSSSTPNSIPVQSPSTTNTTSSTTNNTTTTTTTTTTSNH. The pIC50 is 4.0. (10) The small molecule is CCCN1CC(c2ccc(S(C)(=O)=O)cc2)=C(c2ccc(C(=O)O)cc2)C1=O. The target protein (P22437) has sequence MSRRSLSLWFPLLLLLLLPPTPSVLLADPGVPSPVNPCCYYPCQNQGVCVRFGLDNYQCDCTRTGYSGPNCTIPEIWTWLRNSLRPSPSFTHFLLTHGYWLWEFVNATFIREVLMRLVLTVRSNLIPSPPTYNSAHDYISWESFSNVSYYTRILPSVPKDCPTPMGTKGKKQLPDVQLLAQQLLLRREFIPAPQGTNILFAFFAQHFTHQFFKTSGKMGPGFTKALGHGVDLGHIYGDNLERQYHLRLFKDGKLKYQVLDGEVYPPSVEQASVLMRYPPGVPPERQMAVGQEVFGLLPGLMLFSTIWLREHNRVCDLLKEEHPTWDDEQLFQTTRLILIGETIKIVIEEYVQHLSGYFLQLKFDPELLFRAQFQYRNRIAMEFNHLYHWHPLMPNSFQVGSQEYSYEQFLFNTSMLVDYGVEALVDAFSRQRAGRIGGGRNFDYHVLHVAVDVIKESREMRLQPFNEYRKRFGLKPYTSFQELTGEKEMAAELEELYGDI.... The pIC50 is 7.5.